This data is from Catalyst prediction with 721,799 reactions and 888 catalyst types from USPTO. The task is: Predict which catalyst facilitates the given reaction. (1) Reactant: C(N(CC)C(C)C)(C)C.Cl[C:11]1[C:16]([C:17]([O:19][CH2:20][CH3:21])=[O:18])=[CH:15][N:14]=[C:13]([S:22][CH3:23])[N:12]=1.Cl.[Cl:25][C:26]1[CH:31]=[CH:30][CH:29]=[CH:28][C:27]=1[NH:32][NH2:33]. Product: [Cl:25][C:26]1[CH:31]=[CH:30][CH:29]=[CH:28][C:27]=1[NH:32][NH:33][C:11]1[C:16]([C:17]([O:19][CH2:20][CH3:21])=[O:18])=[CH:15][N:14]=[C:13]([S:22][CH3:23])[N:12]=1. The catalyst class is: 7. (2) Reactant: [OH:1][C:2]([C:4]([F:7])([F:6])[F:5])=[O:3].[O:8]=[S:9]1(=[O:58])[CH2:14][CH2:13][N:12]([CH2:15][CH2:16][NH:17][C@:18]23[CH2:53][CH2:52][C@@H:51]([CH:54]([NH:56][CH3:57])[CH3:55])[C@@H:19]2[C@@H:20]2[C@@:33]([CH3:36])([CH2:34][CH2:35]3)[C@@:32]3([CH3:37])[C@@H:23]([C@:24]4([CH3:50])[C@@H:29]([CH2:30][CH2:31]3)[C:28]([CH3:39])([CH3:38])[C:27]([C:40]3[CH:49]=[CH:48][C:43]([C:44]([O:46]C)=[O:45])=[CH:42][CH:41]=3)=[CH:26][CH2:25]4)[CH2:22][CH2:21]2)[CH2:11][CH2:10]1.O.[OH-].[Li+].O1CCCC1. Product: [O:58]=[S:9]1(=[O:8])[CH2:14][CH2:13][N:12]([CH2:15][CH2:16][NH:17][C@:18]23[CH2:53][CH2:52][C@@H:51]([CH:54]([NH:56][CH3:57])[CH3:55])[C@@H:19]2[C@@H:20]2[C@@:33]([CH3:36])([CH2:34][CH2:35]3)[C@@:32]3([CH3:37])[C@@H:23]([C@:24]4([CH3:50])[C@@H:29]([CH2:30][CH2:31]3)[C:28]([CH3:38])([CH3:39])[C:27]([C:40]3[CH:49]=[CH:48][C:43]([C:44]([OH:46])=[O:45])=[CH:42][CH:41]=3)=[CH:26][CH2:25]4)[CH2:22][CH2:21]2)[CH2:11][CH2:10]1.[C:2]([OH:3])([C:4]([F:7])([F:6])[F:5])=[O:1]. The catalyst class is: 5. (3) Reactant: [CH3:1][O:2][C:3]1[CH:8]=[CH:7][CH:6]=[CH:5][C:4]=1B(O)O.I[C:13]1[CH:14]=[CH:15][C:16]2[N:17]([N:19]=[C:20]([C:26]3[CH:31]=[CH:30][CH:29]=[CH:28][CH:27]=3)[C:21]=2[C:22]([NH:24][CH3:25])=[O:23])[CH:18]=1.C(=O)([O-])[O-].[Na+].[Na+]. Product: [CH3:1][O:2][C:3]1[CH:8]=[CH:7][CH:6]=[CH:5][C:4]=1[C:13]1[CH:14]=[CH:15][C:16]2[N:17]([N:19]=[C:20]([C:26]3[CH:31]=[CH:30][CH:29]=[CH:28][CH:27]=3)[C:21]=2[C:22]([NH:24][CH3:25])=[O:23])[CH:18]=1. The catalyst class is: 167. (4) Reactant: [C:12]([O:11][C:9](O[C:9]([O:11][C:12]([CH3:15])([CH3:14])[CH3:13])=[O:10])=[O:10])([CH3:15])([CH3:14])[CH3:13].[CH2:16]([N:23]1[CH:29]2[CH2:30][CH2:31][CH2:32][CH:24]1[CH2:25][NH:26][CH2:27][CH2:28]2)[C:17]1[CH:22]=[CH:21][CH:20]=[CH:19][CH:18]=1. Product: [CH2:16]([N:23]1[CH:29]2[CH2:30][CH2:31][CH2:32][CH:24]1[CH2:25][N:26]([C:9]([O:11][C:12]([CH3:13])([CH3:14])[CH3:15])=[O:10])[CH2:27][CH2:28]2)[C:17]1[CH:18]=[CH:19][CH:20]=[CH:21][CH:22]=1. The catalyst class is: 116.